Predict the product of the given reaction. From a dataset of Forward reaction prediction with 1.9M reactions from USPTO patents (1976-2016). (1) Given the reactants [Br:1][C:2]1[CH:3]=[CH:4][C:5]2[C:9]([CH2:10][CH2:11][CH2:12][CH2:13][CH2:14][CH2:15][CH2:16][CH2:17][CH3:18])=[C:8](C(O)=O)[S:7][C:6]=2[CH:22]=1, predict the reaction product. The product is: [Br:1][C:2]1[CH:3]=[CH:4][C:5]2[C:9]([CH2:10][CH2:11][CH2:12][CH2:13][CH2:14][CH2:15][CH2:16][CH2:17][CH3:18])=[CH:8][S:7][C:6]=2[CH:22]=1. (2) Given the reactants C(O)(=O)C.O=[C:6]1[CH2:10][CH2:9][N:8](C(O)=O)[CH2:7]1.[Cl:14][C:15]1[CH:16]=[C:17]([NH:22][C:23]2[CH:28]=[CH:27][CH:26]=[CH:25][CH:24]=2)[CH:18]=[CH:19][C:20]=1[Cl:21].C(O[BH-](OC(=O)C)OC(=O)C)(=O)C.[Na+], predict the reaction product. The product is: [ClH:14].[ClH:14].[Cl:14][C:15]1[CH:16]=[C:17]([N:22]([C:23]2[CH:28]=[CH:27][CH:26]=[CH:25][CH:24]=2)[CH:6]2[CH2:10][CH2:9][NH:8][CH2:7]2)[CH:18]=[CH:19][C:20]=1[Cl:21]. (3) Given the reactants [CH2:1]([N:3]([CH2:57][CH3:58])[CH2:4][CH2:5][N:6]([CH2:14][C:15]1[CH:20]=[CH:19][C:18]([CH2:21][N:22]2[CH2:35][CH2:34][CH2:33][N:32](C(OC(C)(C)C)=O)[CH2:31][CH2:30][N:29](C(OC(C)(C)C)=O)[CH2:28][CH2:27][CH2:26][N:25](C(OC(C)(C)C)=O)[CH2:24][CH2:23]2)=[CH:17][CH:16]=1)[CH2:7][CH2:8][N:9]([CH2:12][CH3:13])[CH2:10][CH3:11])[CH3:2].[ClH:59], predict the reaction product. The product is: [ClH:59].[ClH:59].[ClH:59].[ClH:59].[ClH:59].[ClH:59].[ClH:59].[CH2:57]([N:3]([CH2:1][CH3:2])[CH2:4][CH2:5][N:6]([CH2:14][C:15]1[CH:20]=[CH:19][C:18]([CH2:21][N:22]2[CH2:35][CH2:34][CH2:33][NH:32][CH2:31][CH2:30][NH:29][CH2:28][CH2:27][CH2:26][NH:25][CH2:24][CH2:23]2)=[CH:17][CH:16]=1)[CH2:7][CH2:8][N:9]([CH2:10][CH3:11])[CH2:12][CH3:13])[CH3:58]. (4) Given the reactants C(Cl)(=O)C(Cl)=O.CS(C)=O.[Br:11][C:12]1[C:13]([CH:23]([P:25](=[O:32])([O:29][CH2:30][CH3:31])[O:26][CH2:27][CH3:28])[OH:24])=[CH:14][C:15]2[C:20]([CH:21]=1)=[CH:19][CH:18]=[C:17]([CH3:22])[CH:16]=2.C(N(CC)CC)C, predict the reaction product. The product is: [Br:11][C:12]1[C:13]([C:23]([P:25](=[O:32])([O:26][CH2:27][CH3:28])[O:29][CH2:30][CH3:31])=[O:24])=[CH:14][C:15]2[C:20]([CH:21]=1)=[CH:19][CH:18]=[C:17]([CH3:22])[CH:16]=2. (5) Given the reactants [CH3:1][C:2]1[CH:6]=[C:5]([CH3:7])[NH:4][C:3]=1/[CH:8]=[C:9]1\[C:10](=[O:25])[N:11]([C:18](N2C=CN=C2)=[O:19])[C:12]2[C:17]\1=[CH:16][CH:15]=[CH:14][CH:13]=2.[C:26]([OH:36])(=[O:35])[CH:27]=[CH:28][C:29]1[CH:34]=[CH:33][CH:32]=[CH:31][CH:30]=1.C1C[O:40]CC1, predict the reaction product. The product is: [C:26](/[CH:27]=[CH:28]/[C:29]1[CH:30]=[CH:31][C:32]([O:40][C:18]([N:11]2[C:12]3[C:17](=[CH:16][CH:15]=[CH:14][CH:13]=3)/[C:9](=[CH:8]/[C:3]3[NH:4][C:5]([CH3:7])=[CH:6][C:2]=3[CH3:1])/[C:10]2=[O:25])=[O:19])=[CH:33][CH:34]=1)([OH:36])=[O:35].